This data is from Reaction yield outcomes from USPTO patents with 853,638 reactions. The task is: Predict the reaction yield, written as a fraction of the theoretical maximum amount of product (1.0 means a 100% yield; for example, 0.34 means a 34% yield). (1) The reactants are [F:1][C:2]1[CH:3]=[C:4]([CH:36]=[CH:37][CH:38]=1)[CH2:5][C:6]1[CH:35]=[CH:34][C:9]([C:10]([NH:12][CH2:13][CH2:14][C:15]2[C:23]3[C:18](=[CH:19][C:20]([F:26])=[C:21]([F:25])[C:22]=3[F:24])[NH:17][C:16]=2[Si](CC)(CC)CC)=[O:11])=[CH:8][CH:7]=1. The catalyst is FC(F)(F)C(O)=O. The product is [F:1][C:2]1[CH:3]=[C:4]([CH:36]=[CH:37][CH:38]=1)[CH2:5][C:6]1[CH:35]=[CH:34][C:9]([C:10]([NH:12][CH2:13][CH2:14][C:15]2[C:23]3[C:18](=[CH:19][C:20]([F:26])=[C:21]([F:25])[C:22]=3[F:24])[NH:17][CH:16]=2)=[O:11])=[CH:8][CH:7]=1. The yield is 0.600. (2) The product is [CH3:29][O:30][C:31](=[O:51])[C@H:32]([N:42]([CH2:43][C:44]1[CH:49]=[CH:48][C:47]([F:50])=[CH:46][CH:45]=1)[C:11]([C@@H:9]([NH:8][C:6]([O:5][C:1]([CH3:2])([CH3:3])[CH3:4])=[O:7])[CH3:10])=[O:13])[CH2:33][O:34][CH2:35][C:36]1[CH:41]=[CH:40][CH:39]=[CH:38][CH:37]=1. The catalyst is O1CCCC1.C(OCC)(=O)C. The reactants are [C:1]([O:5][C:6]([NH:8][C@@H:9]([C:11]([OH:13])=O)[CH3:10])=[O:7])([CH3:4])([CH3:3])[CH3:2].CN1CCOCC1.C(OC(Cl)=O)C(C)C.[CH3:29][O:30][C:31](=[O:51])[C@H:32]([NH:42][CH2:43][C:44]1[CH:49]=[CH:48][C:47]([F:50])=[CH:46][CH:45]=1)[CH2:33][O:34][CH2:35][C:36]1[CH:41]=[CH:40][CH:39]=[CH:38][CH:37]=1. The yield is 0.630. (3) The reactants are [C:1](/[C:4](=[CH:12]/[CH3:13])/[CH2:5][CH2:6][C:7]([O:9][CH2:10][CH3:11])=[O:8])(=[O:3])[CH3:2].[Si:14](OS(C(F)(F)F)(=O)=O)([CH2:19][CH3:20])([CH2:17][CH3:18])[CH2:15][CH3:16].CCN(CC)CC. The catalyst is C1COCC1. The product is [CH2:15]([Si:14]([CH2:19][CH3:20])([CH2:17][CH3:18])[O:3][C:1](/[C:4](=[CH:12]/[CH3:13])/[CH2:5][CH2:6][C:7]([O:9][CH2:10][CH3:11])=[O:8])=[CH2:2])[CH3:16]. The yield is 1.00.